From a dataset of Full USPTO retrosynthesis dataset with 1.9M reactions from patents (1976-2016). Predict the reactants needed to synthesize the given product. (1) Given the product [ClH:14].[CH2:37]([O:36][C:32]1[C:31]([OH:39])=[C:30]2[C:35]([C:26]([CH2:12][C:5]3[CH:4]=[C:3]([O:2][CH3:1])[C:8]4[O:9][CH2:10][O:11][C:7]=4[CH:6]=3)=[CH:27][N:28]=[CH:29]2)=[CH:34][CH:33]=1)[CH3:38], predict the reactants needed to synthesize it. The reactants are: [CH3:1][O:2][C:3]1[C:8]2[O:9][CH2:10][O:11][C:7]=2[CH:6]=[C:5]([CH:12]=O)[CH:4]=1.[ClH:14].C([O-])([O-])=O.[K+].[K+].CO.C(O[CH:26](OCC)[CH2:27][NH:28][CH2:29][C:30]1[CH:35]=[CH:34][CH:33]=[C:32]([O:36][CH2:37][CH3:38])[C:31]=1[OH:39])C. (2) Given the product [F:15][C:16]1[C:24]([F:25])=[C:23]([F:26])[C:22]([I:13])=[CH:21][C:17]=1[C:18]([OH:20])=[O:19], predict the reactants needed to synthesize it. The reactants are: CC(OC(C)=O)=O.OS(O)(=O)=O.[I:13]I.[F:15][C:16]1[C:24]([F:25])=[C:23]([F:26])[CH:22]=[CH:21][C:17]=1[C:18]([OH:20])=[O:19]. (3) Given the product [C:1]([O:5][C:6](=[O:32])[CH2:7][CH2:8][CH:9]1[N:14]([C:40]([NH:39][C:36]2[S:35][C:34]([Cl:33])=[CH:38][CH:37]=2)=[O:41])[CH2:13][CH2:12][N:11]([C:15]2[C:25]([C:26]#[N:27])=[CH:24][C:18]([C:19]([O:21][CH2:22][CH3:23])=[O:20])=[C:17]([C:28]([F:30])([F:31])[F:29])[N:16]=2)[CH2:10]1)([CH3:2])([CH3:3])[CH3:4], predict the reactants needed to synthesize it. The reactants are: [C:1]([O:5][C:6](=[O:32])[CH2:7][CH2:8][CH:9]1[NH:14][CH2:13][CH2:12][N:11]([C:15]2[C:25]([C:26]#[N:27])=[CH:24][C:18]([C:19]([O:21][CH2:22][CH3:23])=[O:20])=[C:17]([C:28]([F:31])([F:30])[F:29])[N:16]=2)[CH2:10]1)([CH3:4])([CH3:3])[CH3:2].[Cl:33][C:34]1[S:35][C:36]([N:39]=[C:40]=[O:41])=[CH:37][CH:38]=1.O. (4) The reactants are: CCCP1(OP(CCC)(=O)OP([CH2:16][CH2:17][CH3:18])(=O)O1)=O.Cl.[O:20]1[C:25]2([CH2:30][CH2:29][N:28]([C:31]([O:33][C:34]([CH3:37])([CH3:36])[CH3:35])=[O:32])[CH2:27][CH2:26]2)[CH2:24][NH:23][CH2:22][CH2:21]1.[CH3:38][C:39]1[S:43][C:42]([C:44](O)=[O:45])=[CH:41][CH:40]=1.C(N(CC)CC)C. Given the product [CH3:24][CH2:25][CH2:26][CH:17]([CH3:16])[CH3:18].[CH3:38][C:39]1[S:43][C:42]([C:44]([N:23]2[CH2:24][C:25]3([CH2:30][CH2:29][N:28]([C:31]([O:33][C:34]([CH3:37])([CH3:36])[CH3:35])=[O:32])[CH2:27][CH2:26]3)[O:20][CH2:21][CH2:22]2)=[O:45])=[CH:41][CH:40]=1, predict the reactants needed to synthesize it. (5) The reactants are: CN(C)[CH:3]=[CH:4][C:5]([C:7]1[NH:11][C:10]([CH2:12][O:13][CH3:14])=[N:9][C:8]=1[C:15]([O:18][CH3:19])([CH3:17])[CH3:16])=O.Cl.[NH2:22][C:23]([NH2:25])=[NH:24].C[O-].[Na+]. Given the product [NH2:24][C:23]1[N:25]=[C:5]([C:7]2[NH:11][C:10]([CH2:12][O:13][CH3:14])=[N:9][C:8]=2[C:15]([O:18][CH3:19])([CH3:17])[CH3:16])[CH:4]=[CH:3][N:22]=1, predict the reactants needed to synthesize it.